Predict which catalyst facilitates the given reaction. From a dataset of Catalyst prediction with 721,799 reactions and 888 catalyst types from USPTO. (1) Reactant: [CH:1]1([CH2:9][OH:10])[CH2:6][CH2:5][CH:4]([CH2:7][OH:8])[CH2:3][CH2:2]1.[CH2:11](Cl)[CH:12]=[CH2:13].[OH-].[Na+].C1(C)C=CC=CC=1. Product: [OH:8][CH2:7][CH:4]1[CH2:5][CH2:6][CH:1]([CH2:9][O:10][CH:11]=[CH:12][CH3:13])[CH2:2][CH2:3]1. The catalyst class is: 568. (2) Reactant: [NH:1]1[C:10]2[C:5](=[CH:6][CH:7]=[CH:8][CH:9]=2)[C:4](=[O:11])[CH2:3][CH2:2]1.[C:12](Cl)(=[O:17])[CH2:13][C:14]([CH3:16])=[O:15]. Product: [C:12]([N:1]1[C:10]2[C:5](=[CH:6][CH:7]=[CH:8][CH:9]=2)[C:4](=[O:11])[CH2:3][CH2:2]1)(=[O:17])[CH2:13][C:14]([CH3:16])=[O:15]. The catalyst class is: 17. (3) Reactant: C([O:8][C:9]1[C:14]([F:15])=[CH:13][CH:12]=[CH:11][C:10]=1[CH2:16][C:17]([O:19][CH3:20])=[O:18])C1C=CC=CC=1. Product: [F:15][C:14]1[C:9]([OH:8])=[C:10]([CH2:16][C:17]([O:19][CH3:20])=[O:18])[CH:11]=[CH:12][CH:13]=1. The catalyst class is: 481. (4) Reactant: [S:1](=[O:3])=[O:2].N[C:5]1[CH:6]=[C:7]([CH:11]2[C:20]([CH3:22])([CH3:21])[CH2:19][C:18]3[C:13](=[CH:14][CH:15]=[C:16]([C:23]([O:25][CH3:26])=[O:24])[CH:17]=3)[NH:12]2)[CH:8]=[CH:9][CH:10]=1.N([O-])=O.[Na+].[ClH:31]. Product: [Cl:31][S:1]([C:5]1[CH:6]=[C:7]([C:11]2[C:20]([CH3:22])([CH3:21])[CH2:19][C:18]3[C:13](=[CH:14][CH:15]=[C:16]([C:23]([O:25][CH3:26])=[O:24])[CH:17]=3)[N:12]=2)[CH:8]=[CH:9][CH:10]=1)(=[O:3])=[O:2]. The catalyst class is: 86. (5) Reactant: [CH:1]1([NH:7][C:8]2[C:13]([C:14]3[CH2:18][C:17]([CH2:21][CH2:22][OH:23])([CH2:19][OH:20])[O:16][N:15]=3)=[CH:12][N:11]=[C:10]3[N:24]([CH2:27][CH3:28])[N:25]=[CH:26][C:9]=23)[CH2:6][CH2:5][CH2:4][CH2:3][CH2:2]1.C(N(CC)CC)C.[CH3:36][S:37](Cl)(=[O:39])=[O:38]. Product: [CH3:36][S:37]([O:20][CH2:19][C:17]1([CH2:21][CH2:22][O:23][S:37]([CH3:36])(=[O:39])=[O:38])[O:16][N:15]=[C:14]([C:13]2[C:8]([NH:7][CH:1]3[CH2:6][CH2:5][CH2:4][CH2:3][CH2:2]3)=[C:9]3[CH:26]=[N:25][N:24]([CH2:27][CH3:28])[C:10]3=[N:11][CH:12]=2)[CH2:18]1)(=[O:39])=[O:38]. The catalyst class is: 526. (6) Reactant: CON(C)[C:4](=[O:21])[C:5]1[CH:10]=[CH:9][C:8]([C:11]2[CH:16]=[CH:15][C:14]([C:17]([F:20])([F:19])[F:18])=[CH:13][CH:12]=2)=[N:7][CH:6]=1.[F:23][C:24]([F:31])([F:30])[CH:25]([Mg]Br)[CH2:26]C. Product: [F:23][C:24]([F:31])([F:30])[CH2:25][CH2:26][C:4]([C:5]1[CH:6]=[N:7][C:8]([C:11]2[CH:16]=[CH:15][C:14]([C:17]([F:20])([F:19])[F:18])=[CH:13][CH:12]=2)=[CH:9][CH:10]=1)=[O:21]. The catalyst class is: 7. (7) Reactant: [CH:1]([Si:4]([CH:19]([CH3:21])[CH3:20])([CH:16]([CH3:18])[CH3:17])[O:5][C:6]1[CH:7]=[CH:8][CH:9]=[C:10]2[C:15]=1[CH2:14][NH:13][CH2:12][CH2:11]2)([CH3:3])[CH3:2].[OH:22][CH2:23][CH2:24][CH2:25][CH2:26][C:27]([O-])=[O:28].[Na+].C(Cl)CCl.C1C=CC2N(O)N=NC=2C=1. Product: [O:22]=[C:23]([N:13]1[CH2:12][CH2:11][C:10]2[C:15](=[C:6]([O:5][Si:4]([CH:1]([CH3:3])[CH3:2])([CH:16]([CH3:18])[CH3:17])[CH:19]([CH3:21])[CH3:20])[CH:7]=[CH:8][CH:9]=2)[CH2:14]1)[CH2:24][CH2:25][CH2:26][CH2:27][OH:28]. The catalyst class is: 18. (8) Reactant: [C:1]1([C:7]([OH:9])=[O:8])([C:4](O)=[O:5])[CH2:3][CH2:2]1.C(N(CC)CC)C.S(Cl)(Cl)=O.[NH:21]1[C:25]2=[N:26][CH:27]=[CH:28][C:29]([NH:30][C:31]3[CH:36]=[CH:35][C:34]([NH2:37])=[CH:33][CH:32]=3)=[C:24]2[CH:23]=[CH:22]1. Product: [NH:21]1[C:25]2=[N:26][CH:27]=[CH:28][C:29]([NH:30][C:31]3[CH:36]=[CH:35][C:34]([NH:37][C:4]([C:1]4([C:7]([OH:9])=[O:8])[CH2:3][CH2:2]4)=[O:5])=[CH:33][CH:32]=3)=[C:24]2[CH:23]=[CH:22]1. The catalyst class is: 7. (9) Reactant: C(OC([N:8]1[C:16]2[C:11](=[CH:12][CH:13]=[C:14]([Cl:17])[CH:15]=2)/[C:10](=[CH:18]/[C:19]2[CH:24]=[C:23]([Cl:25])[C:22]([F:26])=[CH:21][C:20]=2[O:27][CH3:28])/[C:9]1=[O:29])=O)(C)(C)C.[F:30][C:31]1[CH:32]=[CH:33][C:34]([CH3:46])=[C:35]([CH:37]=[N:38][C:39]([O:41][Si](C)(C)C)=[CH2:40])[CH:36]=1. Product: [Cl:17][C:14]1[CH:15]=[C:16]2[NH:8][C:9](=[O:29])[C:10]3([CH:18]([C:19]4[CH:24]=[C:23]([Cl:25])[C:22]([F:26])=[CH:21][C:20]=4[O:27][CH3:28])[CH2:40][C:39](=[O:41])[NH:38][CH:37]3[C:35]3[CH:36]=[C:31]([F:30])[CH:32]=[CH:33][C:34]=3[CH3:46])[C:11]2=[CH:12][CH:13]=1. The catalyst class is: 11. (10) Reactant: [Br:1][C:2]1[N:7]=[CH:6][C:5]([CH2:8][OH:9])=[CH:4][CH:3]=1.C(N(CC)C(C)C)(C)C.[CH3:19][S:20](Cl)(=[O:22])=[O:21].[Cl-].[NH4+]. Product: [CH3:19][S:20]([O:9][CH2:8][C:5]1[CH:6]=[N:7][C:2]([Br:1])=[CH:3][CH:4]=1)(=[O:22])=[O:21]. The catalyst class is: 46.